From a dataset of Forward reaction prediction with 1.9M reactions from USPTO patents (1976-2016). Predict the product of the given reaction. (1) Given the reactants [C:1]([C:4]1[S:5][CH:6]=[CH:7][C:8]=1[NH:9][CH:10]([C:14]1[CH:19]=[CH:18][CH:17]=[CH:16][CH:15]=1)[C:11]([OH:13])=[O:12])(=[O:3])[CH3:2].[N:20]12[CH2:27][CH2:26][CH:23]([CH2:24][CH2:25]1)[C@@H:22](O)[CH2:21]2.C1C=CC2N(O)N=NC=2C=1.C1CCC(N=C=NC2CCCCC2)CC1, predict the reaction product. The product is: [N:20]12[CH2:27][CH2:26][CH:23]([CH2:24][CH2:25]1)[C@@H:22]([O:12][C:11](=[O:13])[CH:10]([NH:9][C:8]1[CH:7]=[CH:6][S:5][C:4]=1[C:1](=[O:3])[CH3:2])[C:14]1[CH:19]=[CH:18][CH:17]=[CH:16][CH:15]=1)[CH2:21]2. (2) Given the reactants [Br:1][C:2]1[C:7]([CH:8]=[O:9])=[C:6]([F:10])[C:5]([CH2:11][CH2:12][CH3:13])=[CH:4][CH:3]=1.CC1C=CC(S(O)(=O)=[O:22])=CC=1.[C:25]1([CH3:31])C=CC=CC=1, predict the reaction product. The product is: [Br:1][C:2]1[C:7]([CH:8]2[O:22][CH2:25][CH2:31][O:9]2)=[C:6]([F:10])[C:5]([CH2:11][CH2:12][CH3:13])=[CH:4][CH:3]=1. (3) Given the reactants [C:1]([NH:6][C:7]1[C:16]([N+:17]([O-])=O)=[CH:15][CH:14]=[CH:13][C:8]=1[C:9]([O:11][CH3:12])=[O:10])(=[O:5])[CH2:2][CH2:3][CH3:4], predict the reaction product. The product is: [NH2:17][C:16]1[C:7]([NH:6][C:1](=[O:5])[CH2:2][CH2:3][CH3:4])=[C:8]([CH:13]=[CH:14][CH:15]=1)[C:9]([O:11][CH3:12])=[O:10].